Predict the product of the given reaction. From a dataset of Forward reaction prediction with 1.9M reactions from USPTO patents (1976-2016). (1) Given the reactants [CH3:1][C:2]1[CH:7]=[C:6]([O:8][CH2:9][C:10]2[CH:15]=[CH:14][CH:13]=[CH:12][CH:11]=2)[CH:5]=[CH:4][C:3]=1[CH2:16]O.P(Br)(Br)[Br:19].C(=O)([O-])O.[Na+], predict the reaction product. The product is: [C:10]1([CH2:9][O:8][C:6]2[CH:5]=[CH:4][C:3]([CH2:16][Br:19])=[C:2]([CH3:1])[CH:7]=2)[CH:15]=[CH:14][CH:13]=[CH:12][CH:11]=1. (2) Given the reactants O=[C:2]1[CH2:7][CH2:6][CH2:5][CH2:4][N:3]1[C:8]1[CH:21]=[CH:20][C:11]([CH:12]=[C:13]2[S:17][C:16](=[O:18])[NH:15][C:14]2=[O:19])=[CH:10][CH:9]=1.[OH:22][C@@H:23]([CH2:36][NH2:37])[CH2:24][O:25][C:26]1[C:34]2[NH:33][C:32](=[O:35])[NH:31][C:30]=2[CH:29]=[CH:28][CH:27]=1, predict the reaction product. The product is: [OH:22][C@H:23]([CH2:24][O:25][C:26]1[C:34]2[NH:33][C:32](=[O:35])[NH:31][C:30]=2[CH:29]=[CH:28][CH:27]=1)[CH2:36][NH:37][CH:6]1[CH2:5][CH2:4][N:3]([C:8]2[CH:21]=[CH:20][C:11]([CH:12]=[C:13]3[S:17][C:16](=[O:18])[NH:15][C:14]3=[O:19])=[CH:10][CH:9]=2)[CH2:2][CH2:7]1. (3) Given the reactants [N:1]1([C:7]2[C:8]3[S:28][C:27]([CH2:29][N:30]4[CH2:35][CH2:34][N:33]([C:36]([CH3:41])([CH3:40])[C:37]([NH2:39])=[O:38])[CH2:32][CH2:31]4)=[CH:26][C:9]=3[N:10]=[C:11]([Sn](CCCC)(CCCC)CCCC)[N:12]=2)[CH2:6][CH2:5][O:4][CH2:3][CH2:2]1.Br[C:43]1[N:48]2[CH:49]=[CH:50][N:51]=[C:47]2[CH:46]=[CH:45][C:44]=1[F:52], predict the reaction product. The product is: [F:52][C:44]1[CH:45]=[CH:46][C:47]2[N:48]([CH:49]=[CH:50][N:51]=2)[C:43]=1[C:11]1[N:12]=[C:7]([N:1]2[CH2:2][CH2:3][O:4][CH2:5][CH2:6]2)[C:8]2[S:28][C:27]([CH2:29][N:30]3[CH2:31][CH2:32][N:33]([C:36]([CH3:41])([CH3:40])[C:37]([NH2:39])=[O:38])[CH2:34][CH2:35]3)=[CH:26][C:9]=2[N:10]=1. (4) Given the reactants [NH:1](C1C=CC(C(O)=O)=CC=1)N.[C:12]1([CH2:18][C:19]([C:21]2[CH:26]=[CH:25][CH:24]=[CH:23][CH:22]=2)=O)[CH:17]=[CH:16][CH:15]=[CH:14][CH:13]=1.S(=O)(=O)(O)O.Cl, predict the reaction product. The product is: [C:21]1([C:19]2[NH:1][C:13]3[C:12]([CH:18]=2)=[CH:17][CH:16]=[CH:15][CH:14]=3)[CH:22]=[CH:23][CH:24]=[CH:25][CH:26]=1.